Dataset: Catalyst prediction with 721,799 reactions and 888 catalyst types from USPTO. Task: Predict which catalyst facilitates the given reaction. (1) Product: [CH2:2]([O:4][C:5](=[O:11])[C:6](=[CH:7][Cl:13])[C:9]#[N:10])[CH3:3]. Reactant: [K].[CH2:2]([O:4][C:5](=[O:11])[C:6]([C:9]#[N:10])=[CH:7]O)[CH3:3].P(Cl)(Cl)(Cl)(Cl)[Cl:13]. The catalyst class is: 4. (2) Reactant: Br[C:2]1[CH:3]=[CH:4][C:5]([CH2:20][CH3:21])=[C:6]([CH:8]2[C:13](=[O:14])[C:12]([CH3:16])([CH3:15])[O:11][C:10]([CH3:18])([CH3:17])[C:9]2=[O:19])[CH:7]=1.N1CCC[C@H]1C(O)=[O:25].[OH-].[Na+].Cl. Product: [CH2:20]([C:5]1[CH:4]=[CH:3][C:2]([OH:25])=[CH:7][C:6]=1[CH:8]1[C:13](=[O:14])[C:12]([CH3:16])([CH3:15])[O:11][C:10]([CH3:18])([CH3:17])[C:9]1=[O:19])[CH3:21]. The catalyst class is: 205. (3) The catalyst class is: 34. Product: [CH2:28]([C:3]([F:30])([CH2:1][CH3:2])[CH2:4][N:5]1[CH2:6][CH2:7][CH:8]([CH2:11][O:12][C:13]2[CH:14]=[CH:15][C:16]([C:19]3[CH:20]=[CH:21][C:22]([C:23]([N:54]4[CH2:58][CH2:57][CH2:56][C@H:55]4[C:59]([NH2:61])=[O:60])=[O:25])=[CH:26][CH:27]=3)=[N:17][CH:18]=2)[CH2:9][CH2:10]1)[CH3:29]. Reactant: [CH2:1]([C:3]([F:30])([CH2:28][CH3:29])[CH2:4][N:5]1[CH2:10][CH2:9][CH:8]([CH2:11][O:12][C:13]2[CH:14]=[CH:15][C:16]([C:19]3[CH:27]=[CH:26][C:22]([C:23]([OH:25])=O)=[CH:21][CH:20]=3)=[N:17][CH:18]=2)[CH2:7][CH2:6]1)[CH3:2].C(Cl)CCl.C1C=CC2N(O)N=NC=2C=1.CCN(C(C)C)C(C)C.[NH:54]1[CH2:58][CH2:57][CH2:56][C@H:55]1[C:59]([NH2:61])=[O:60]. (4) Reactant: [Cl:1][C:2]1[CH:22]=[CH:21][C:5]2[NH:6][C:7](=[O:20])[CH:8]([CH2:12][C:13]3[CH:18]=[CH:17][CH:16]=[CH:15][C:14]=3[Cl:19])[NH:9][C:10](=[O:11])[C:4]=2[CH:3]=1.C(=O)([O-])[O-].[K+].[K+].[CH3:29][O:30][C:31]1[CH:38]=[CH:37][C:34]([CH2:35]Cl)=[CH:33][CH:32]=1.O. Product: [Cl:1][C:2]1[CH:22]=[CH:21][C:5]2[N:6]([CH2:35][C:34]3[CH:37]=[CH:38][C:31]([O:30][CH3:29])=[CH:32][CH:33]=3)[C:7](=[O:20])[CH:8]([CH2:12][C:13]3[CH:18]=[CH:17][CH:16]=[CH:15][C:14]=3[Cl:19])[NH:9][C:10](=[O:11])[C:4]=2[CH:3]=1. The catalyst class is: 42. (5) Reactant: C([O:4][C@@H:5]1[C@@H:10]([O:11]C(=O)C)[C@H:9]([O:15]C(=O)C)[C@@H:8]([CH2:19][O:20]C(=O)C)[O:7][C@H:6]1[O:24][C:25]1[C:29]([CH2:30][C:31]2[CH:36]=[CH:35][C:34]([CH2:37][CH2:38][NH:39][C:40]([O:42][CH2:43][C:44]3[CH:49]=[CH:48][CH:47]=[CH:46][CH:45]=3)=[O:41])=[CH:33][C:32]=2[CH3:50])=[C:28]([CH:51]([CH3:53])[CH3:52])[NH:27][N:26]=1)(=O)C.C[O-].[Na+]. Product: [CH2:43]([O:42][C:40]([NH:39][CH2:38][CH2:37][C:34]1[CH:35]=[CH:36][C:31]([CH2:30][C:29]2[C:25]([O:24][C@@H:6]3[O:7][C@H:8]([CH2:19][OH:20])[C@@H:9]([OH:15])[C@H:10]([OH:11])[C@H:5]3[OH:4])=[N:26][NH:27][C:28]=2[CH:51]([CH3:53])[CH3:52])=[C:32]([CH3:50])[CH:33]=1)=[O:41])[C:44]1[CH:45]=[CH:46][CH:47]=[CH:48][CH:49]=1. The catalyst class is: 5.